From a dataset of Catalyst prediction with 721,799 reactions and 888 catalyst types from USPTO. Predict which catalyst facilitates the given reaction. (1) Reactant: [Cl:1][C:2]1[CH:7]=[CH:6][C:5]([CH:8]([C:32]2[CH:37]=[CH:36][C:35]([Cl:38])=[CH:34][CH:33]=2)[C:9]2[S:13][C:12]([C:14]([NH:16][C@@H:17]([CH2:21][CH2:22][CH2:23][NH:24]C(OC(C)(C)C)=O)[C:18]([OH:20])=[O:19])=[O:15])=[CH:11][CH:10]=2)=[CH:4][CH:3]=1.[C:39]([OH:45])([C:41]([F:44])([F:43])[F:42])=[O:40].C([SiH](CC)CC)C. Product: [NH2:24][CH2:23][CH2:22][CH2:21][C@H:17]([NH:16][C:14]([C:12]1[S:13][C:9]([CH:8]([C:32]2[CH:33]=[CH:34][C:35]([Cl:38])=[CH:36][CH:37]=2)[C:5]2[CH:6]=[CH:7][C:2]([Cl:1])=[CH:3][CH:4]=2)=[CH:10][CH:11]=1)=[O:15])[C:18]([OH:20])=[O:19].[C:39]([OH:45])([C:41]([F:44])([F:43])[F:42])=[O:40]. The catalyst class is: 6. (2) Reactant: [F:1][C:2]1[CH:3]=[C:4]([CH:8]=[CH:9][C:10]=1[I:11])[C:5]([NH2:7])=[O:6].C(Cl)(=O)[C:13](Cl)=[O:14]. Product: [F:1][C:2]1[CH:3]=[C:4]([CH:8]=[CH:9][C:10]=1[I:11])[C:5]([N:7]=[C:13]=[O:14])=[O:6]. The catalyst class is: 344.